This data is from CYP2D6 inhibition data for predicting drug metabolism from PubChem BioAssay. The task is: Regression/Classification. Given a drug SMILES string, predict its absorption, distribution, metabolism, or excretion properties. Task type varies by dataset: regression for continuous measurements (e.g., permeability, clearance, half-life) or binary classification for categorical outcomes (e.g., BBB penetration, CYP inhibition). Dataset: cyp2d6_veith. The molecule is COc1ccc(-c2nc3cnc(N4CCN(C)CC4)nc3n(-c3ccc(OC)cc3)c2=O)cc1. The result is 0 (non-inhibitor).